This data is from Forward reaction prediction with 1.9M reactions from USPTO patents (1976-2016). The task is: Predict the product of the given reaction. (1) Given the reactants Br[C:2]1[CH:3]=[CH:4][C:5]2[O:6][CH2:7][CH2:8][N:9]([S:12]([C:15]3[CH:16]=[C:17]([CH3:21])[CH:18]=[CH:19][CH:20]=3)(=[O:14])=[O:13])[C:10]=2[N:11]=1.N1[C:35]2[C:26](=[CH:27][CH:28]=[C:29]3[C:34]=2N=CC=C3)[CH:25]=CC=1.C([O-])([O-])=[O:37].[Cs+].[Cs+], predict the reaction product. The product is: [CH2:25]([O:37][C:2]1[CH:3]=[CH:4][C:5]2[O:6][CH2:7][CH2:8][N:9]([S:12]([C:15]3[CH:16]=[C:17]([CH3:21])[CH:18]=[CH:19][CH:20]=3)(=[O:14])=[O:13])[C:10]=2[N:11]=1)[C:26]1[CH:35]=[CH:34][CH:29]=[CH:28][CH:27]=1. (2) The product is: [CH3:12][C:4]1[C:5]2[C:6](=[N:7][O:8][N:9]=2)[CH:10]=[CH:11][C:3]=1[CH:1]1[CH2:2][O:21]1. Given the reactants [CH:1]([C:3]1[CH:11]=[CH:10][C:6]2=[N:7][O:8][N:9]=[C:5]2[C:4]=1[CH3:12])=[CH2:2].C1C=C(Cl)C=C(C(OO)=[O:21])C=1, predict the reaction product. (3) Given the reactants [C:1]([O:5][C:6]([N:8]1[CH2:11][C:10]2([CH2:16][CH2:15][NH:14][CH2:13][CH2:12]2)[CH2:9]1)=[O:7])([CH3:4])([CH3:3])[CH3:2].[C:17](Cl)(=[O:19])[CH3:18].C(N(CC)CC)C, predict the reaction product. The product is: [C:1]([O:5][C:6]([N:8]1[CH2:11][C:10]2([CH2:16][CH2:15][N:14]([C:17](=[O:19])[CH3:18])[CH2:13][CH2:12]2)[CH2:9]1)=[O:7])([CH3:4])([CH3:2])[CH3:3]. (4) Given the reactants NC1C=CC(O[CH:7]2[CH2:12][CH2:11][N:10]([C:13]([O:15][C:16]([CH3:19])([CH3:18])[CH3:17])=[O:14])[CH2:9]C2)=CC=1.[CH2:22]([N:26]1[CH:30]=[C:29]([C:31]2[S:35][CH:34]=[C:33]([C:36]([OH:38])=O)[CH:32]=2)[CH:28]=[N:27]1)[CH:23]([CH3:25])[CH3:24].C(OC([N:49]1CC(C(O)=O)C1)=O)C1C=CC=CC=1, predict the reaction product. The product is: [CH2:22]([N:26]1[CH:30]=[C:29]([C:31]2[S:35][CH:34]=[C:33]([C:36]([NH:49][C@@H:7]3[CH2:12][CH2:11][N:10]([C:13]([O:15][C:16]([CH3:17])([CH3:18])[CH3:19])=[O:14])[CH2:9]3)=[O:38])[CH:32]=2)[CH:28]=[N:27]1)[CH:23]([CH3:25])[CH3:24]. (5) Given the reactants Br[C:2]1[CH:11]=[C:10]2[C:5]([CH2:6][CH2:7][N:8]([C:12]3[CH:17]=[C:16]([N:18]4[CH2:23][CH2:22][N:21]([CH3:24])[CH2:20][CH2:19]4)[N:15]=[C:14]([NH2:25])[N:13]=3)[CH2:9]2)=[CH:4][CH:3]=1.[CH2:26]([O:28][C:29]1[CH:34]=[CH:33][C:32]([CH2:35][N:36]2[CH:40]=[C:39](B3OC(C)(C)C(C)(C)O3)[CH:38]=[N:37]2)=[CH:31][N:30]=1)[CH3:27], predict the reaction product. The product is: [CH2:26]([O:28][C:29]1[N:30]=[CH:31][C:32]([CH2:35][N:36]2[CH:40]=[C:39]([C:2]3[CH:11]=[C:10]4[C:5]([CH2:6][CH2:7][N:8]([C:12]5[CH:17]=[C:16]([N:18]6[CH2:19][CH2:20][N:21]([CH3:24])[CH2:22][CH2:23]6)[N:15]=[C:14]([NH2:25])[N:13]=5)[CH2:9]4)=[CH:4][CH:3]=3)[CH:38]=[N:37]2)=[CH:33][CH:34]=1)[CH3:27]. (6) Given the reactants [CH:1]1([CH2:5][N:6]2[C:10]3[CH:11]=[CH:12][C:13]([OH:15])=[CH:14][C:9]=3[N:8]=[N:7]2)[CH2:4][CH2:3][CH2:2]1.[Br-:16].[Br-].[Br-].[NH+]1C=CC=CC=1.[NH+]1C=CC=CC=1.[NH+]1C=CC=CC=1, predict the reaction product. The product is: [Br:16][C:14]1[C:9]2[N:8]=[N:7][N:6]([CH2:5][CH:1]3[CH2:2][CH2:3][CH2:4]3)[C:10]=2[CH:11]=[CH:12][C:13]=1[OH:15]. (7) Given the reactants Cl[C:2]1[N:7]2[N:8]=[CH:9][C:10]([C:11]([O:13][CH2:14][CH3:15])=[O:12])=[C:6]2[N:5]=[CH:4][C:3]=1[C:16]([N:18]1[CH2:23][CH2:22][CH:21]([C:24]2[CH:29]=[CH:28][CH:27]=[CH:26][CH:25]=2)[CH2:20][CH2:19]1)=[O:17].[NH2:30][C:31]1[CH:39]=[C:38]2[C:34]([CH:35]=[CH:36][NH:37]2)=[CH:33][CH:32]=1, predict the reaction product. The product is: [CH2:14]([O:13][C:11]([C:10]1[CH:9]=[N:8][N:7]2[C:2]([NH:30][C:31]3[CH:39]=[C:38]4[C:34]([CH:35]=[CH:36][NH:37]4)=[CH:33][CH:32]=3)=[C:3]([C:16]([N:18]3[CH2:23][CH2:22][CH:21]([C:24]4[CH:29]=[CH:28][CH:27]=[CH:26][CH:25]=4)[CH2:20][CH2:19]3)=[O:17])[CH:4]=[N:5][C:6]=12)=[O:12])[CH3:15]. (8) Given the reactants Cl[C:2]1[CH:7]=[C:6](Cl)[N:5]=[CH:4][N:3]=1.[Cl:9][C:10]1[CH:11]=[C:12]([CH:14]=[CH:15][C:16]=1[O:17][CH3:18])[NH2:13].CCN(C(C)C)C(C)C.[CH2:28]([CH2:30][NH2:31])[OH:29], predict the reaction product. The product is: [Cl:9][C:10]1[CH:11]=[C:12]([NH:13][C:6]2[N:5]=[CH:4][N:3]=[C:2]([NH:31][CH2:30][CH2:28][OH:29])[CH:7]=2)[CH:14]=[CH:15][C:16]=1[O:17][CH3:18].